Task: Predict the reaction yield, written as a fraction of the theoretical maximum amount of product (1.0 means a 100% yield; for example, 0.34 means a 34% yield).. Dataset: Reaction yield outcomes from USPTO patents with 853,638 reactions (1) The reactants are [Cl:1][C:2]1[CH:7]=[CH:6][C:5]([N+:8]([O-])=O)=[CH:4][C:3]=1[C:11]1[O:12][C:13]2[CH:19]=[CH:18][CH:17]=[CH:16][C:14]=2[N:15]=1.Cl. The catalyst is C(O)C.O.[Fe]. The product is [O:12]1[C:13]2[CH:19]=[CH:18][CH:17]=[CH:16][C:14]=2[N:15]=[C:11]1[C:3]1[CH:4]=[C:5]([NH2:8])[CH:6]=[CH:7][C:2]=1[Cl:1]. The yield is 0.960. (2) The reactants are C1COCC1.[H-].[Na+].[CH3:8][O:9][C:10]1[CH:11]=[C:12]([CH:15]=[CH:16][C:17]=1[N:18]1[CH:22]=[C:21]([CH3:23])[N:20]=[CH:19]1)[CH:13]=O.[C:24]([O:27][CH2:28][CH3:29])(=[O:26])[CH3:25]. The catalyst is O. The product is [CH2:28]([O:27][C:24](=[O:26])/[CH:25]=[CH:13]/[C:12]1[CH:15]=[CH:16][C:17]([N:18]2[CH:22]=[C:21]([CH3:23])[N:20]=[CH:19]2)=[C:10]([O:9][CH3:8])[CH:11]=1)[CH3:29]. The yield is 0.860. (3) The reactants are F[C:2]1[CH:3]=[C:4]([C:19]([NH2:21])=[O:20])[C:5]2[N:9]=[C:8]([C:10]3[CH:15]=[CH:14][C:13]([CH:16]=O)=[CH:12][CH:11]=3)[NH:7][C:6]=2[CH:18]=1.[C:22]([O:26][C:27]([NH:29][CH:30]1[CH2:34][CH2:33][NH:32][CH2:31]1)=[O:28])([CH3:25])([CH3:24])[CH3:23].C([BH3-])#N.[Na+]. The catalyst is [Cl-].[Zn+2].[Cl-].CO.CN(C=O)C. The product is [NH2:21][C:19]([C:4]1[C:5]2[N:9]=[C:8]([C:10]3[CH:15]=[CH:14][C:13]([CH2:16][N:32]4[CH2:33][CH2:34][CH:30]([NH:29][C:27](=[O:28])[O:26][C:22]([CH3:24])([CH3:23])[CH3:25])[CH2:31]4)=[CH:12][CH:11]=3)[NH:7][C:6]=2[CH:18]=[CH:2][CH:3]=1)=[O:20]. The yield is 0.840.